From a dataset of Catalyst prediction with 721,799 reactions and 888 catalyst types from USPTO. Predict which catalyst facilitates the given reaction. (1) Reactant: [CH2:1]([C:10]1[CH:17]=[CH:16][C:13]([CH2:14][NH2:15])=[CH:12][CH:11]=1)[CH2:2][CH2:3][CH2:4][CH2:5][CH2:6][CH2:7][CH2:8][CH3:9].[CH2:18]([O:20][C:21]([C:23]1([C:29]([OH:31])=[O:30])[CH2:27][CH2:26][C:25](=O)[CH2:24]1)=[O:22])[CH3:19].C([BH3-])#N.[Na+].[ClH:36]. Product: [ClH:36].[CH2:18]([O:20][C:21]([C:23]1([C:29]([OH:31])=[O:30])[CH2:24][CH2:25][CH:26]([NH:15][CH2:14][C:13]2[CH:12]=[CH:11][C:10]([CH2:1][CH2:2][CH2:3][CH2:4][CH2:5][CH2:6][CH2:7][CH2:8][CH3:9])=[CH:17][CH:16]=2)[CH2:27]1)=[O:22])[CH3:19]. The catalyst class is: 5. (2) Reactant: Cl[C:2]1[N:7]=[C:6]([C:8]2[CH:9]=[N:10][N:11]([CH:13]([CH:17]3[CH2:19][CH2:18]3)[CH2:14][C:15]#[N:16])[CH:12]=2)[CH:5]=[CH:4][N:3]=1.[NH2:20][C:21]1[CH:29]=[CH:28][C:24]([C:25]([OH:27])=[O:26])=[CH:23][CH:22]=1.C1(C)C=CC(S(O)(=O)=O)=CC=1. Product: [C:15]([CH2:14][CH:13]([N:11]1[CH:12]=[C:8]([C:6]2[CH:5]=[CH:4][N:3]=[C:2]([NH:20][C:21]3[CH:29]=[CH:28][C:24]([C:25]([OH:27])=[O:26])=[CH:23][CH:22]=3)[N:7]=2)[CH:9]=[N:10]1)[CH:17]1[CH2:19][CH2:18]1)#[N:16]. The catalyst class is: 12. (3) Reactant: [NH:1]1[C:10]2[C:5](=[CH:6][CH:7]=[CH:8][N:9]=2)[CH2:4][CH2:3][CH2:2]1.[Br:11]N1C(=O)CCC1=O.C([O-])([O-])=O.[K+].[K+]. Product: [Br:11][N:9]1[C:10]2[NH:1][CH2:2][CH2:3][CH2:4][C:5]=2[CH:6]=[CH:7][CH2:8]1. The catalyst class is: 15. (4) Reactant: C(OC([N:8]1[CH2:13][CH2:12][N:11]([C:14]2[C:19]3[CH:20]=[C:21]([S:23](=[O:37])(=[O:36])[NH:24][C:25]4[CH:30]=[C:29]([O:31][CH3:32])[C:28]([Cl:33])=[CH:27][C:26]=4[O:34][CH3:35])[S:22][C:18]=3[CH:17]=[CH:16][N:15]=2)[CH2:10][CH2:9]1)=O)(C)(C)C.S1C2C=CC=NC=2C=C1. Product: [ClH:33].[Cl:33][C:28]1[C:29]([O:31][CH3:32])=[CH:30][C:25]([NH:24][S:23]([C:21]2[S:22][C:18]3[CH:17]=[CH:16][N:15]=[C:14]([N:11]4[CH2:10][CH2:9][NH:8][CH2:13][CH2:12]4)[C:19]=3[CH:20]=2)(=[O:37])=[O:36])=[C:26]([O:34][CH3:35])[CH:27]=1. The catalyst class is: 10.